This data is from Peptide-MHC class I binding affinity with 185,985 pairs from IEDB/IMGT. The task is: Regression. Given a peptide amino acid sequence and an MHC pseudo amino acid sequence, predict their binding affinity value. This is MHC class I binding data. The peptide sequence is GRLITANPIV. The MHC is HLA-A30:01 with pseudo-sequence HLA-A30:01. The binding affinity (normalized) is 0.